Dataset: Merck oncology drug combination screen with 23,052 pairs across 39 cell lines. Task: Regression. Given two drug SMILES strings and cell line genomic features, predict the synergy score measuring deviation from expected non-interaction effect. (1) Drug 1: Nc1ccn(C2OC(CO)C(O)C2(F)F)c(=O)n1. Drug 2: CNC(=O)c1cc(Oc2ccc(NC(=O)Nc3ccc(Cl)c(C(F)(F)F)c3)cc2)ccn1. Cell line: HT29. Synergy scores: synergy=-6.01. (2) Drug 1: CS(=O)(=O)CCNCc1ccc(-c2ccc3ncnc(Nc4ccc(OCc5cccc(F)c5)c(Cl)c4)c3c2)o1. Drug 2: COC1=C2CC(C)CC(OC)C(O)C(C)C=C(C)C(OC(N)=O)C(OC)C=CC=C(C)C(=O)NC(=CC1=O)C2=O. Cell line: SW837. Synergy scores: synergy=21.7. (3) Drug 1: Nc1ccn(C2OC(CO)C(O)C2(F)F)c(=O)n1. Drug 2: CC(C)CC(NC(=O)C(Cc1ccccc1)NC(=O)c1cnccn1)B(O)O. Cell line: RPMI7951. Synergy scores: synergy=-3.66. (4) Drug 1: CC(=O)OC1C(=O)C2(C)C(O)CC3OCC3(OC(C)=O)C2C(OC(=O)c2ccccc2)C2(O)CC(OC(=O)C(O)C(NC(=O)c3ccccc3)c3ccccc3)C(C)=C1C2(C)C. Drug 2: CCN(CC)CCNC(=O)c1c(C)[nH]c(C=C2C(=O)Nc3ccc(F)cc32)c1C. Cell line: OCUBM. Synergy scores: synergy=-27.4. (5) Drug 1: CN(C)C(=N)N=C(N)N. Drug 2: Cc1nc(Nc2ncc(C(=O)Nc3c(C)cccc3Cl)s2)cc(N2CCN(CCO)CC2)n1. Cell line: A2058. Synergy scores: synergy=17.0. (6) Cell line: PA1. Synergy scores: synergy=15.3. Drug 1: Cn1nnc2c(C(N)=O)ncn2c1=O. Drug 2: COC1CC2CCC(C)C(O)(O2)C(=O)C(=O)N2CCCCC2C(=O)OC(C(C)CC2CCC(OP(C)(C)=O)C(OC)C2)CC(=O)C(C)C=C(C)C(O)C(OC)C(=O)C(C)CC(C)C=CC=CC=C1C. (7) Drug 1: COC12C(COC(N)=O)C3=C(C(=O)C(C)=C(N)C3=O)N1CC1NC12. Drug 2: O=C(NOCC(O)CO)c1ccc(F)c(F)c1Nc1ccc(I)cc1F. Cell line: LOVO. Synergy scores: synergy=19.0.